From a dataset of Catalyst prediction with 721,799 reactions and 888 catalyst types from USPTO. Predict which catalyst facilitates the given reaction. (1) Product: [CH2:1]([C:8]1[CH:9]=[C:10]([CH2:19][N:20]2[CH2:21][CH2:22][O:23][CH2:24][CH2:25]2)[C:11]([O:17][CH3:18])=[C:12]([C:14](=[O:16])[CH2:15][C:33]([C:29]2[CH:28]=[C:27]([CH3:26])[CH:32]=[CH:31][N:30]=2)=[O:34])[CH:13]=1)[C:2]1[CH:3]=[CH:4][CH:5]=[CH:6][CH:7]=1. Reactant: [CH2:1]([C:8]1[CH:9]=[C:10]([CH2:19][N:20]2[CH2:25][CH2:24][O:23][CH2:22][CH2:21]2)[C:11]([O:17][CH3:18])=[C:12]([C:14](=[O:16])[CH3:15])[CH:13]=1)[C:2]1[CH:7]=[CH:6][CH:5]=[CH:4][CH:3]=1.[CH3:26][C:27]1[CH:32]=[CH:31][N:30]=[C:29]([C:33](OC)=[O:34])[CH:28]=1.[O-]CC.[Na+]. The catalyst class is: 165. (2) Reactant: [CH3:1][C:2]1([CH3:38])[CH2:11][CH2:10][C:9]2[C:8]([N:12]3[CH2:16][CH2:15][CH2:14][CH2:13]3)=[N:7][C:6]3[S:17][C:18]4[C:23]([NH:24][CH2:25][CH2:26][N:27]5[CH2:32][CH2:31][N:30](C(OCC)=O)[CH2:29][CH2:28]5)=[N:22][CH:21]=[N:20][C:19]=4[C:5]=3[C:4]=2[CH2:3]1.[OH-].[K+]. Product: [CH3:1][C:2]1([CH3:38])[CH2:11][CH2:10][C:9]2[C:8]([N:12]3[CH2:13][CH2:14][CH2:15][CH2:16]3)=[N:7][C:6]3[S:17][C:18]4[C:19](=[N:20][CH:21]=[N:22][C:23]=4[NH:24][CH2:25][CH2:26][N:27]4[CH2:32][CH2:31][NH:30][CH2:29][CH2:28]4)[C:5]=3[C:4]=2[CH2:3]1. The catalyst class is: 32.